Dataset: Catalyst prediction with 721,799 reactions and 888 catalyst types from USPTO. Task: Predict which catalyst facilitates the given reaction. (1) Reactant: [NH2:1][CH:2]1[CH2:7][CH2:6][N:5]([C:8]([O:10][C:11]([CH3:14])([CH3:13])[CH3:12])=[O:9])[CH2:4][CH2:3]1.[NH2:15][C:16]1[C:24]([Cl:25])=[CH:23][C:19]([C:20](O)=[O:21])=[C:18]([O:26][CH3:27])[CH:17]=1.CCN(CC)CC.Cl.C(N=C=NCCCN(C)C)C.ON1C2C=CC=CC=2N=N1. Product: [NH2:15][C:16]1[C:24]([Cl:25])=[CH:23][C:19]([C:20]([NH:1][CH:2]2[CH2:3][CH2:4][N:5]([C:8]([O:10][C:11]([CH3:14])([CH3:13])[CH3:12])=[O:9])[CH2:6][CH2:7]2)=[O:21])=[C:18]([O:26][CH3:27])[CH:17]=1. The catalyst class is: 3. (2) Reactant: [NH2:1][C@@:2]([C:12]1[C:17]([F:18])=[CH:16][CH:15]=[C:14]([Br:19])[N:13]=1)([CH2:10][F:11])[CH2:3][C@H:4]([OH:9])[C:5]([F:8])([F:7])[F:6].[C:20]([N:28]=[C:29]=S)(=[O:27])[C:21]1[CH:26]=[CH:25][CH:24]=[CH:23][CH:22]=1.Cl.CN(C)CCCN=C=NCC.C(N(CC)C(C)C)(C)C.C([O-])(O)=O.[Na+]. Product: [Br:19][C:14]1[N:13]=[C:12]([C@:2]2([CH2:10][F:11])[CH2:3][C@@H:4]([C:5]([F:6])([F:8])[F:7])[O:9][C:29]([NH:28][C:20](=[O:27])[C:21]3[CH:26]=[CH:25][CH:24]=[CH:23][CH:22]=3)=[N:1]2)[C:17]([F:18])=[CH:16][CH:15]=1. The catalyst class is: 23.